Dataset: Forward reaction prediction with 1.9M reactions from USPTO patents (1976-2016). Task: Predict the product of the given reaction. (1) Given the reactants [CH3:1][C:2]1[CH:7]=[CH:6][C:5]([CH2:8][O:9][CH:10]2[CH2:15][CH2:14][CH2:13][CH2:12][O:11]2)=[CH:4][C:3]=1[NH2:16].[CH3:17][O:18][CH2:19][CH2:20][C:21](Cl)=[O:22], predict the reaction product. The product is: [CH3:17][O:18][CH2:19][CH2:20][C:21]([NH:16][C:3]1[CH:4]=[C:5]([CH2:8][O:9][CH:10]2[CH2:15][CH2:14][CH2:13][CH2:12][O:11]2)[CH:6]=[CH:7][C:2]=1[CH3:1])=[O:22]. (2) Given the reactants [I:1][C:2]1[C:6]([CH:7]=O)=[CH:5][N:4]([CH:9]2[CH2:14][CH2:13][CH2:12][CH2:11][O:10]2)[N:3]=1.[CH3:15][N:16]([CH2:24][CH2:25][NH:26][CH3:27])[C:17](=[O:23])[O:18][C:19]([CH3:22])([CH3:21])[CH3:20].[BH-](OC(C)=O)(OC(C)=O)OC(C)=O.[Na+], predict the reaction product. The product is: [I:1][C:2]1[C:6]([CH2:7][N:26]([CH3:27])[CH2:25][CH2:24][N:16]([CH3:15])[C:17](=[O:23])[O:18][C:19]([CH3:20])([CH3:21])[CH3:22])=[CH:5][N:4]([CH:9]2[CH2:14][CH2:13][CH2:12][CH2:11][O:10]2)[N:3]=1. (3) Given the reactants C(=O)([O-])[O-].[K+].[K+].[O:7]1[CH2:12][CH2:11][O:10][C:9]2[CH:13]=[C:14]([C:17]3[C:18]([CH3:34])=[C:19]([CH:31]=[CH:32][CH:33]=3)[CH2:20][O:21][C:22]3[CH:29]=[CH:28][C:25]([CH:26]=[O:27])=[C:24]([OH:30])[CH:23]=3)[CH:15]=[CH:16][C:8]1=2.Br[CH2:36][C:37]1[CH:38]=[CH:39][C:40]([F:45])=[C:41]([CH:44]=1)[C:42]#[N:43].Cl, predict the reaction product. The product is: [O:7]1[CH2:12][CH2:11][O:10][C:9]2[CH:13]=[C:14]([C:17]3[C:18]([CH3:34])=[C:19]([CH:31]=[CH:32][CH:33]=3)[CH2:20][O:21][C:22]3[CH:29]=[CH:28][C:25]([CH:26]=[O:27])=[C:24]([CH:23]=3)[O:30][CH2:36][C:37]3[CH:38]=[CH:39][C:40]([F:45])=[C:41]([CH:44]=3)[C:42]#[N:43])[CH:15]=[CH:16][C:8]1=2. (4) Given the reactants [C:1]1([N:7]2[C:12](=O)C3SC=C(C4C=CC=CC=4)C=3N=C2)[CH:6]=[CH:5][CH:4]=[CH:3][CH:2]=1.[NH2:23][C:24]1[C:28]([C:29]2[CH:34]=[CH:33][CH:32]=[CH:31][C:30]=2[Cl:35])=[CH:27][S:26][C:25]=1[C:36]([O:38]C)=O.C(OCC)(OCC)OCC.[Cl:50]C1C=CC(N)=CC=1, predict the reaction product. The product is: [Cl:35][C:30]1[CH:31]=[CH:32][CH:33]=[CH:34][C:29]=1[C:28]1[C:24]2[N:23]=[CH:12][N:7]([C:1]3[CH:6]=[CH:5][C:4]([Cl:50])=[CH:3][CH:2]=3)[C:36](=[O:38])[C:25]=2[S:26][CH:27]=1. (5) Given the reactants [NH2:1][C:2]1[O:6][N:5]=[C:4]([CH3:7])[CH:3]=1.C(O[CH:11]=[C:12]([C:18](OCC)=O)[C:13]([O:15][CH2:16][CH3:17])=[O:14])C, predict the reaction product. The product is: [CH3:7][C:4]1[C:3]2[C:2](=[N:1][CH:11]=[C:12]([C:13]([O:15][CH2:16][CH3:17])=[O:14])[CH:18]=2)[O:6][N:5]=1. (6) Given the reactants [CH2:1]([N:8]1[CH2:13][CH2:12][C:11]([NH:21][C:22]2[CH:27]=[CH:26][CH:25]=[CH:24][CH:23]=2)([C:14]2[CH:19]=[CH:18][C:17]([CH3:20])=[CH:16][N:15]=2)[CH2:10][CH2:9]1)[C:2]1[CH:7]=[CH:6][CH:5]=[CH:4][CH:3]=1.[C:28](OC(=O)C)(=[O:30])[CH3:29], predict the reaction product. The product is: [CH2:1]([N:8]1[CH2:13][CH2:12][C:11]([N:21]([C:22]2[CH:27]=[CH:26][CH:25]=[CH:24][CH:23]=2)[C:28](=[O:30])[CH3:29])([C:14]2[CH:19]=[CH:18][C:17]([CH3:20])=[CH:16][N:15]=2)[CH2:10][CH2:9]1)[C:2]1[CH:3]=[CH:4][CH:5]=[CH:6][CH:7]=1. (7) Given the reactants [Cl:1][C:2]1[CH:7]=[CH:6][C:5]([Cl:8])=[CH:4][C:3]=1B(O)O.[NH2:12][C:13]1[N:14]=[C:15]([N:24]2[CH2:29][CH2:28][N:27]([C:30](=[O:40])[CH2:31][O:32][C:33]3[CH:38]=[CH:37][C:36]([Cl:39])=[CH:35][CH:34]=3)[CH2:26][CH2:25]2)[C:16]2[N:22]=[C:21](Cl)[CH:20]=[CH:19][C:17]=2[N:18]=1, predict the reaction product. The product is: [NH2:12][C:13]1[N:14]=[C:15]([N:24]2[CH2:25][CH2:26][N:27]([C:30](=[O:40])[CH2:31][O:32][C:33]3[CH:38]=[CH:37][C:36]([Cl:39])=[CH:35][CH:34]=3)[CH2:28][CH2:29]2)[C:16]2[N:22]=[C:21]([C:3]3[CH:4]=[C:5]([Cl:8])[CH:6]=[CH:7][C:2]=3[Cl:1])[CH:20]=[CH:19][C:17]=2[N:18]=1. (8) Given the reactants C1(S([N:10]2[C:14]3[N:15]=[CH:16][N:17]=[C:18](Cl)[C:13]=3[C:12](I)=[CH:11]2)(=O)=O)C=CC=CC=1.[S:21]1[CH:25]=[CH:24][CH:23]=[C:22]1B(O)O.[NH2:29][C:30]1[CH:31]=[C:32]([C:36]#[CH:37])[CH:33]=[CH:34][CH:35]=1, predict the reaction product. The product is: [C:36]([C:32]1[CH:31]=[C:30]([NH:29][C:18]2[C:13]3[C:12]([C:22]4[S:21][CH:25]=[CH:24][CH:23]=4)=[CH:11][NH:10][C:14]=3[N:15]=[CH:16][N:17]=2)[CH:35]=[CH:34][CH:33]=1)#[CH:37]. (9) Given the reactants C(=O)([O-])[O-].[K+].[K+].Br[CH2:8][C:9]([NH2:11])=[O:10].[CH2:12]([N:14]([CH3:37])[C:15]([C:17]1[CH:21]=[C:20]([C:22]2[CH:27]=[CH:26][C:25]([OH:28])=[CH:24][N:23]=2)[N:19]([C:29]2[CH:30]=[N:31][C:32]([O:35][CH3:36])=[CH:33][CH:34]=2)[N:18]=1)=[O:16])[CH3:13].O, predict the reaction product. The product is: [CH2:12]([N:14]([CH3:37])[C:15]([C:17]1[CH:21]=[C:20]([C:22]2[CH:27]=[CH:26][C:25]([O:28][CH2:8][C:9](=[O:10])[NH2:11])=[CH:24][N:23]=2)[N:19]([C:29]2[CH:30]=[N:31][C:32]([O:35][CH3:36])=[CH:33][CH:34]=2)[N:18]=1)=[O:16])[CH3:13].